From a dataset of Catalyst prediction with 721,799 reactions and 888 catalyst types from USPTO. Predict which catalyst facilitates the given reaction. (1) Reactant: [CH2:1]([O:3][C:4](=[O:21])[C:5](Cl)=[N:6][NH:7][C:8]1[CH:13]=[C:12]([Br:14])[CH:11]=[CH:10][C:9]=1[O:15][CH2:16][CH2:17][C:18]#[CH:19])[CH3:2].C(N(CC)CC)C. Product: [CH2:1]([O:3][C:4]([C:5]1[CH:19]=[C:18]2[N:7]([N:6]=1)[C:8]1[CH:13]=[C:12]([Br:14])[CH:11]=[CH:10][C:9]=1[O:15][CH2:16][CH2:17]2)=[O:21])[CH3:2]. The catalyst class is: 11. (2) Reactant: [CH3:1][C:2]1[CH:3]=[C:4]([CH:11]([C:13]2[NH:17][N:16]=[C:15]([C:18]([F:24])([F:23])[C:19]([F:22])([F:21])[F:20])[CH:14]=2)[OH:12])[CH:5]=[CH:6][C:7]=1[N+:8]([O-])=O. Product: [NH2:8][C:7]1[CH:6]=[CH:5][C:4]([CH:11]([C:13]2[NH:17][N:16]=[C:15]([C:18]([F:24])([F:23])[C:19]([F:20])([F:21])[F:22])[CH:14]=2)[OH:12])=[CH:3][C:2]=1[CH3:1]. The catalyst class is: 719. (3) Product: [CH3:1][C:2]1[CH:25]=[CH:24][C:23]([CH3:26])=[CH:22][C:3]=1[CH2:4][O:5][C:6]1[CH:21]=[CH:20][CH:19]=[CH:18][C:7]=1[CH2:8][C:9]1[C:10]([O:17][C@@H:38]2[O:39][C@H:34]([CH2:33][O:32][C:30](=[O:31])[CH3:29])[C@@H:35]([O:49][C:50](=[O:51])[CH3:52])[C@H:36]([O:45][C:46](=[O:47])[CH3:48])[C@H:37]2[O:41][C:42](=[O:43])[CH3:44])=[N:11][NH:12][C:13]=1[CH:14]([CH3:16])[CH3:15]. Reactant: [CH3:1][C:2]1[CH:25]=[CH:24][C:23]([CH3:26])=[CH:22][C:3]=1[CH2:4][O:5][C:6]1[CH:21]=[CH:20][CH:19]=[CH:18][C:7]=1[CH2:8][C:9]1[C:10](=[O:17])[NH:11][NH:12][C:13]=1[CH:14]([CH3:16])[CH3:15].[H-].[Na+].[CH3:29][C:30]([O:32][CH2:33][C@H:34]1[O:39][C@H:38](Br)[C@H:37]([O:41][C:42]([CH3:44])=[O:43])[C@@H:36]([O:45][C:46]([CH3:48])=[O:47])[C@@H:35]1[O:49][C:50]([CH3:52])=[O:51])=[O:31].O. The catalyst class is: 9. (4) Reactant: [Al+3].[Cl-].[Cl-].[Cl-].CC(O[C:9]([CH3:11])=[O:10])=O.[Br:12][C:13]1[CH:14]=[C:15]2[C:19](=[CH:20][CH:21]=1)[N:18]([S:22]([C:25]1[CH:30]=[CH:29][CH:28]=[CH:27][CH:26]=1)(=[O:24])=[O:23])[CH:17]=[CH:16]2. Product: [Br:12][C:13]1[CH:14]=[C:15]2[C:19](=[CH:20][CH:21]=1)[N:18]([S:22]([C:25]1[CH:30]=[CH:29][CH:28]=[CH:27][CH:26]=1)(=[O:24])=[O:23])[CH:17]=[C:16]2[C:9](=[O:10])[CH3:11]. The catalyst class is: 2.